The task is: Predict the product of the given reaction.. This data is from Forward reaction prediction with 1.9M reactions from USPTO patents (1976-2016). The product is: [Cl:13][C:8]1[S:9][C:10]([Cl:12])=[CH:11][C:7]=1[C:5](=[O:6])[C:4]([OH:14])=[O:3]. Given the reactants C([O:3][C:4](=[O:14])[C:5]([C:7]1[CH:11]=[C:10]([Cl:12])[S:9][C:8]=1[Cl:13])=[O:6])C.[OH-].[Na+].Cl, predict the reaction product.